Dataset: Forward reaction prediction with 1.9M reactions from USPTO patents (1976-2016). Task: Predict the product of the given reaction. Given the reactants C(OC([NH:8][CH2:9][C:10]([NH:12][C@@:13]1([C:28]([OH:30])=[O:29])[CH2:18][C@H:17]([S:19][C:20]2[NH:24][CH:23]=[N:22][N:21]=2)[C@@H:16]2[C@H:14]1[C@H:15]2[C:25]([OH:27])=[O:26])=[O:11])=O)(C)(C)C.[ClH:31], predict the reaction product. The product is: [ClH:31].[NH2:8][CH2:9][C:10]([NH:12][C@@:13]1([C:28]([OH:30])=[O:29])[CH2:18][C@H:17]([S:19][C:20]2[NH:24][CH:23]=[N:22][N:21]=2)[C@@H:16]2[C@H:14]1[C@H:15]2[C:25]([OH:27])=[O:26])=[O:11].